Task: Predict the reactants needed to synthesize the given product.. Dataset: Full USPTO retrosynthesis dataset with 1.9M reactions from patents (1976-2016) (1) Given the product [CH3:25][O:26][C:27]([C:29]1([NH:35][C:10]([O:49][CH2:43][C:44]2[O:48][CH:47]=[CH:46][CH:45]=2)=[O:11])[CH2:30][CH2:31][CH2:32][CH2:33][CH2:34]1)=[O:28], predict the reactants needed to synthesize it. The reactants are: CN(C1C=CC=CN=1)C.[C:10](OC(OC(C)(C)C)=O)(OC(C)(C)C)=[O:11].[CH3:25][O:26][C:27]([C:29]1([NH2:35])[CH2:34][CH2:33][CH2:32][CH2:31][CH2:30]1)=[O:28].C(N(CC)CC)C.[CH2:43]([OH:49])[C:44]1[O:48][CH:47]=[CH:46][CH:45]=1. (2) Given the product [F:1][C:2]1[CH:7]=[C:6]([F:8])[CH:5]=[CH:4][C:3]=1[C:9]1[CH:17]=[CH:16][CH:15]=[C:14]2[C:10]=1[CH2:11][C:12](=[O:20])[NH:13]2, predict the reactants needed to synthesize it. The reactants are: [F:1][C:2]1[CH:7]=[C:6]([F:8])[CH:5]=[CH:4][C:3]=1[C:9]1[CH:17]=[CH:16][CH:15]=[C:14]2[C:10]=1[CH:11]=[CH:12][NH:13]2.C([OH:20])C.C(O)(=O)C.[Br-].[Br-].[Br-].[NH+]1C=CC=CC=1.[NH+]1C=CC=CC=1.[NH+]1C=CC=CC=1. (3) Given the product [CH3:1][C:2]1[CH:3]=[C:4]([N:11]2[C:20]([C:22]([F:23])([F:25])[F:24])=[CH:13][C:14]([C:16]([F:17])([F:18])[F:19])=[N:12]2)[CH:5]=[CH:6][C:7]=1[N+:8]([O-:10])=[O:9], predict the reactants needed to synthesize it. The reactants are: [CH3:1][C:2]1[CH:3]=[C:4]([NH:11][NH2:12])[CH:5]=[CH:6][C:7]=1[N+:8]([O-:10])=[O:9].[CH2:13]([C:20]([C:22]([F:25])([F:24])[F:23])=O)[C:14]([C:16]([F:19])([F:18])[F:17])=O. (4) Given the product [N:1]1[CH:6]=[CH:5][C:4]([CH2:7][C:32]([C:34]2[CH:43]=[CH:42][C:41]3[C:36](=[CH:37][CH:38]=[CH:39][CH:40]=3)[CH:35]=2)=[O:33])=[CH:3][CH:2]=1, predict the reactants needed to synthesize it. The reactants are: [N:1]1[CH:6]=[CH:5][C:4]([CH3:7])=[CH:3][CH:2]=1.[Li+].CC([N-]C(C)C)C.C(NC(C)C)(C)C.[Li]CCCC.CN([C:32]([C:34]1[CH:43]=[CH:42][C:41]2[C:36](=[CH:37][CH:38]=[CH:39][CH:40]=2)[CH:35]=1)=[O:33])OC.[Cl-].[NH4+]. (5) Given the product [ClH:44].[ClH:44].[OH:9][CH2:10][C:11]1[CH:12]=[C:13]([CH:14]=[CH:15][CH:16]=1)[CH2:17][N:18]([CH2:27][CH2:28][CH2:29][O:30][C:31]1[CH:32]=[C:33]2[C:38](=[CH:39][CH:40]=1)[N:37]([CH3:41])[C:36](=[O:42])[CH:35]=[CH:34]2)[CH2:19][CH2:20][C:21]1[CH:22]=[N:23][CH:24]=[CH:25][CH:26]=1, predict the reactants needed to synthesize it. The reactants are: [BH4-].[Na+].C1COCC1.C[O:9][C:10](=O)[C:11]1[CH:16]=[CH:15][CH:14]=[C:13]([CH2:17][N:18]([CH2:27][CH2:28][CH2:29][O:30][C:31]2[CH:32]=[C:33]3[C:38](=[CH:39][CH:40]=2)[N:37]([CH3:41])[C:36](=[O:42])[CH:35]=[CH:34]3)[CH2:19][CH2:20][C:21]2[CH:22]=[N:23][CH:24]=[CH:25][CH:26]=2)[CH:12]=1.[ClH:44]. (6) Given the product [CH3:1][C:2]1[C:3]([C:8]([O:10][CH3:11])=[O:9])=[N+:4]([O-:17])[CH:5]=[CH:6][CH:7]=1, predict the reactants needed to synthesize it. The reactants are: [CH3:1][C:2]1[C:3]([C:8]([O:10][CH3:11])=[O:9])=[N:4][CH:5]=[CH:6][CH:7]=1.ClC1C=C(C=CC=1)C(OO)=[O:17].C([O-])(O)=O.[Na+]. (7) Given the product [NH2:24][CH2:23][C:22]1[CH:32]=[CH:33][CH:34]=[CH:35][C:21]=1[C:19]1[S:20][C:16]([C:14]([N:13]2[CH:9]([C:4]3[CH:5]=[CH:6][CH:7]=[CH:8][C:3]=3[OH:2])[CH2:10][C:11]([C:36]3[CH:41]=[N:40][CH:39]=[CH:38][N:37]=3)=[N:12]2)=[O:15])=[CH:17][CH:18]=1, predict the reactants needed to synthesize it. The reactants are: Cl.[OH:2][C:3]1[CH:8]=[CH:7][CH:6]=[CH:5][C:4]=1[CH:9]1[N:13]([C:14]([C:16]2[S:20][C:19]([C:21]3[CH:35]=[CH:34][CH:33]=[CH:32][C:22]=3[CH2:23][NH:24]C(=O)OC(C)(C)C)=[CH:18][CH:17]=2)=[O:15])[N:12]=[C:11]([C:36]2[CH:41]=[N:40][CH:39]=[CH:38][N:37]=2)[CH2:10]1.